The task is: Predict the product of the given reaction.. This data is from Forward reaction prediction with 1.9M reactions from USPTO patents (1976-2016). (1) Given the reactants Br[C:2]1[S:3][C:4]([C:8]([O:10][CH2:11][CH3:12])=[O:9])=[C:5]([CH3:7])[N:6]=1.[CH:13](N(CC)C(C)C)(C)[CH3:14].C[Si](C#C)(C)C, predict the reaction product. The product is: [C:13]([C:2]1[S:3][C:4]([C:8]([O:10][CH2:11][CH3:12])=[O:9])=[C:5]([CH3:7])[N:6]=1)#[CH:14]. (2) Given the reactants [CH2:1]([C:3]1([CH2:22][CH3:23])[C:8]2[CH:9]=[C:10](/[C:13](/[CH:18]([CH3:20])[CH3:19])=[CH:14]/[C:15]([NH2:17])=O)[CH:11]=[CH:12][C:7]=2[NH:6][C:5](=[O:21])[O:4]1)[CH3:2].S(Cl)(Cl)=O, predict the reaction product. The product is: [CH2:22]([C:3]1([CH2:1][CH3:2])[C:8]2[CH:9]=[C:10](/[C:13](/[CH:18]([CH3:19])[CH3:20])=[CH:14]/[C:15]#[N:17])[CH:11]=[CH:12][C:7]=2[NH:6][C:5](=[O:21])[O:4]1)[CH3:23]. (3) Given the reactants [Cl:1][C:2]1[CH:7]=[CH:6][C:5]([CH:8]=[CH:9][C:10]([OH:12])=[O:11])=[CH:4][CH:3]=1.[C:13]1(C)C=CC([C@@H]2C[C@H]2C(O)=O)=CC=1, predict the reaction product. The product is: [Cl:1][C:2]1[CH:3]=[CH:4][C:5]([C@@H:8]2[CH2:13][C@H:9]2[C:10]([OH:12])=[O:11])=[CH:6][CH:7]=1. (4) Given the reactants [CH:1]1([CH2:4][N:5]([C@@H:13]2[CH2:15][C@H:14]2[C:16]2[CH:21]=[C:20]([C:22](=[O:30])[NH:23][C:24]3[S:25][C:26]([CH3:29])=[N:27][N:28]=3)[CH:19]=[CH:18][C:17]=2[F:31])C(=O)OC(C)(C)C)[CH2:3][CH2:2]1.[ClH:32].CO, predict the reaction product. The product is: [ClH:32].[ClH:32].[CH:1]1([CH2:4][NH:5][C@@H:13]2[CH2:15][C@H:14]2[C:16]2[CH:21]=[C:20]([CH:19]=[CH:18][C:17]=2[F:31])[C:22]([NH:23][C:24]2[S:25][C:26]([CH3:29])=[N:27][N:28]=2)=[O:30])[CH2:3][CH2:2]1. (5) Given the reactants [F:1][C:2]1[CH:3]=[CH:4][C:5]([C:20](=[O:29])[CH2:21][CH2:22][C:23]2[CH:28]=[CH:27][CH:26]=[CH:25][CH:24]=2)=[C:6]([N:8]([C:15](=[O:19])[C:16](Cl)=[O:17])[C:9]2[CH:14]=[CH:13][CH:12]=[CH:11][CH:10]=2)[CH:7]=1.[CH3:30][O:31][CH2:32][CH2:33][OH:34].CCN(CC)CC, predict the reaction product. The product is: [CH3:30][O:31][CH2:32][CH2:33][O:34][C:16](=[O:17])[C:15]([N:8]([C:6]1[CH:7]=[C:2]([F:1])[CH:3]=[CH:4][C:5]=1[C:20](=[O:29])[CH2:21][CH2:22][C:23]1[CH:24]=[CH:25][CH:26]=[CH:27][CH:28]=1)[C:9]1[CH:14]=[CH:13][CH:12]=[CH:11][CH:10]=1)=[O:19]. (6) Given the reactants [H-].[Na+].[CH3:3][C:4]1([OH:9])[CH2:8][CH2:7][O:6][CH2:5]1.[C:10](=O)([O:18]C1C=CC=CN=1)[O:11][C:12]1[CH:17]=[CH:16][CH:15]=[CH:14][N:13]=1, predict the reaction product. The product is: [C:10](=[O:18])([O:11][C:12]1[CH:17]=[CH:16][CH:15]=[CH:14][N:13]=1)[O:9][C:4]1([CH3:3])[CH2:8][CH2:7][O:6][CH2:5]1.